Task: Predict the reaction yield, written as a fraction of the theoretical maximum amount of product (1.0 means a 100% yield; for example, 0.34 means a 34% yield).. Dataset: Reaction yield outcomes from USPTO patents with 853,638 reactions (1) The reactants are [NH:1]1[CH2:6][CH2:5][CH:4]([CH:7]2[CH2:12][CH2:11][NH:10][CH2:9][CH2:8]2)[CH2:3][CH2:2]1.[CH3:13][C:14]([O:17][C:18](ON=C(C1C=CC=CC=1)C#N)=[O:19])([CH3:16])[CH3:15].C([O-])([O-])=O.[K+].[K+]. The catalyst is C1COCC1.C(Cl)(Cl)Cl. The product is [N:1]1([C:18]([O:17][C:14]([CH3:16])([CH3:15])[CH3:13])=[O:19])[CH2:6][CH2:5][CH:4]([CH:7]2[CH2:12][CH2:11][NH:10][CH2:9][CH2:8]2)[CH2:3][CH2:2]1. The yield is 0.450. (2) The reactants are C1COCC1.I[C:7]1[CH:12]=[CH:11][C:10]([N+:13]([O-:15])=[O:14])=[CH:9][CH:8]=1.[C:16]([O:20][C:21](=[O:27])[NH:22][CH2:23][CH2:24][C:25]#[CH:26])([CH3:19])([CH3:18])[CH3:17]. The catalyst is [Cu]I.Cl[Pd](Cl)([P](C1C=CC=CC=1)(C1C=CC=CC=1)C1C=CC=CC=1)[P](C1C=CC=CC=1)(C1C=CC=CC=1)C1C=CC=CC=1.C(N(CC)CC)C. The product is [C:16]([O:20][C:21](=[O:27])[NH:22][CH2:23][CH2:24][C:25]#[C:26][C:7]1[CH:12]=[CH:11][C:10]([N+:13]([O-:15])=[O:14])=[CH:9][CH:8]=1)([CH3:19])([CH3:18])[CH3:17]. The yield is 0.890. (3) The reactants are [C:1]([O:4][C:5]1[CH:6]=[C:7]([CH:29]=[CH:30][C:31]=1[CH3:32])[NH:8][C:9]1[C:18]2[C:13](=[CH:14][C:15]([O:21]CC3C=CC=CC=3)=[C:16]([O:19][CH3:20])[CH:17]=2)[N:12]=[CH:11][N:10]=1)(=[O:3])[CH3:2].[H][H]. The catalyst is [Pd].CO.CN(C=O)C.ClC(Cl)Cl. The product is [C:1]([O:4][C:5]1[CH:6]=[C:7]([CH:29]=[CH:30][C:31]=1[CH3:32])[NH:8][C:9]1[C:18]2[C:13](=[CH:14][C:15]([OH:21])=[C:16]([O:19][CH3:20])[CH:17]=2)[N:12]=[CH:11][N:10]=1)(=[O:3])[CH3:2]. The yield is 1.00.